Dataset: Reaction yield outcomes from USPTO patents with 853,638 reactions. Task: Predict the reaction yield, written as a fraction of the theoretical maximum amount of product (1.0 means a 100% yield; for example, 0.34 means a 34% yield). (1) The reactants are [F:1][CH2:2][C:3]([C:7]1[CH:11]=[C:10]([NH:12][C:13](=[O:21])OC2C=CC=CC=2)[N:9]([C:22]2[CH:27]=[CH:26][CH:25]=[CH:24][CH:23]=2)[N:8]=1)([CH3:6])[CH2:4][F:5].[CH3:28][O:29][C:30]1[CH:31]=[C:32]2[C:37](=[CH:38][C:39]=1[O:40][CH3:41])[N:36]=[CH:35][N:34]=[C:33]2[S:42][C:43]1[CH:44]=[C:45]([CH:47]=[CH:48][CH:49]=1)[NH2:46].C(N(CC)C(C)C)(C)C. The catalyst is C1COCC1. The product is [F:1][CH2:2][C:3]([C:7]1[CH:11]=[C:10]([NH:12][C:13]([NH:46][C:45]2[CH:47]=[CH:48][CH:49]=[C:43]([S:42][C:33]3[C:32]4[C:37](=[CH:38][C:39]([O:40][CH3:41])=[C:30]([O:29][CH3:28])[CH:31]=4)[N:36]=[CH:35][N:34]=3)[CH:44]=2)=[O:21])[N:9]([C:22]2[CH:27]=[CH:26][CH:25]=[CH:24][CH:23]=2)[N:8]=1)([CH3:6])[CH2:4][F:5]. The yield is 0.400. (2) The reactants are [CH2:1]([O:3][C:4](=[O:16])[C:5]#[C:6][C:7]1[CH:8]=[CH:9][C:10]2[O:14][CH2:13][CH2:12][C:11]=2[CH:15]=1)[CH3:2].[C:17]([O:21][C:22]([N:24]1[C:33]2[C:28](=[CH:29][CH:30]=[C:31]([CH2:34][CH2:35][O:36][C:37]3[CH:38]=[C:39]4[C:43](=[CH:44][CH:45]=3)[NH:42][CH:41]=[CH:40]4)[N:32]=2)[CH2:27][CH2:26][CH2:25]1)=[O:23])([CH3:20])([CH3:19])[CH3:18]. No catalyst specified. The product is [C:17]([O:21][C:22]([N:24]1[C:33]2[C:28](=[CH:29][CH:30]=[C:31]([CH2:34][CH2:35][O:36][C:37]3[CH:38]=[C:39]4[C:43](=[CH:44][CH:45]=3)[N:42]([C:6]([C:7]3[CH:8]=[CH:9][C:10]5[O:14][CH2:13][CH2:12][C:11]=5[CH:15]=3)=[CH:5][C:4]([O:3][CH2:1][CH3:2])=[O:16])[CH:41]=[CH:40]4)[N:32]=2)[CH2:27][CH2:26][CH2:25]1)=[O:23])([CH3:20])([CH3:18])[CH3:19]. The yield is 0.520. (3) The reactants are [H-].[Na+].CS(C)=O.Cl.[NH2:8][C:9]1[CH:14]=[CH:13][C:12]([OH:15])=[C:11]([CH3:16])[C:10]=1[CH3:17].Cl[C:19]1[C:28]2[C:23](=[CH:24][C:25]([O:31][CH3:32])=[C:26]([O:29][CH3:30])[CH:27]=2)[N:22]=[CH:21][CH:20]=1. The catalyst is O. The product is [CH3:30][O:29][C:26]1[CH:27]=[C:28]2[C:23](=[CH:24][C:25]=1[O:31][CH3:32])[N:22]=[CH:21][CH:20]=[C:19]2[O:15][C:12]1[CH:13]=[CH:14][C:9]([NH2:8])=[C:10]([CH3:17])[C:11]=1[CH3:16]. The yield is 0.650. (4) The reactants are [NH2:1][C:2]1[CH:3]=[C:4]([C:9]2[O:10][C:11]3[C:16]([C:17](=[O:19])[CH:18]=2)=[CH:15][CH:14]=[C:13]([O:20][CH3:21])[C:12]=3[O:22][CH3:23])[CH:5]=[CH:6][C:7]=1[NH2:8].[O:24]1CCC[CH2:25]1. No catalyst specified. The product is [CH3:21][O:20][C:13]1[C:12]([O:22][CH3:23])=[C:11]2[C:16]([C:17](=[O:19])[CH:18]=[C:9]([C:4]3[CH:5]=[CH:6][C:7]4[NH:8][C:25](=[O:24])[NH:1][C:2]=4[CH:3]=3)[O:10]2)=[CH:15][CH:14]=1. The yield is 0.800. (5) The reactants are Cl.C(O[C:5]([C:7]1[CH:8]=[C:9]2[C:13](=[CH:14][CH:15]=1)[NH:12][N:11]=[C:10]2[C:16]1[CH:21]=[CH:20][C:19]([F:22])=[CH:18][CH:17]=1)=[NH:6])C.[O:23]1[CH:27]=[CH:26][CH:25]=[C:24]1[C:28]([NH:30][NH2:31])=O. No catalyst specified. The product is [F:22][C:19]1[CH:18]=[CH:17][C:16]([C:10]2[C:9]3[C:13](=[CH:14][CH:15]=[C:7]([C:5]4[NH:6][C:28]([C:24]5[O:23][CH:27]=[CH:26][CH:25]=5)=[N:30][N:31]=4)[CH:8]=3)[NH:12][N:11]=2)=[CH:21][CH:20]=1. The yield is 0.150. (6) The reactants are Br[C:2]1[C:10]2[O:9][CH2:8][CH:7]([C:11]3[CH:16]=[CH:15][C:14]([CH:17]([CH3:19])[CH3:18])=[CH:13][CH:12]=3)[C:6]=2[C:5]([CH3:20])=[C:4]([NH:21][C:22](=[O:28])[CH2:23][C:24]([CH3:27])([CH3:26])[CH3:25])[C:3]=1[CH3:29].[C:30]([NH:33][C:34]1[CH:35]=[C:36](B(O)O)[CH:37]=[CH:38][CH:39]=1)(=[O:32])[CH3:31].C(=O)([O-])[O-].[Na+].[Na+].C(O)C. The catalyst is C(COC)OC.O.C1(P(C2C=CC=CC=2)C2C=CC=CC=2)C=CC=CC=1.C1(P(C2C=CC=CC=2)C2C=CC=CC=2)C=CC=CC=1.C1(P(C2C=CC=CC=2)C2C=CC=CC=2)C=CC=CC=1.C1(P(C2C=CC=CC=2)C2C=CC=CC=2)C=CC=CC=1.[Pd]. The product is [C:30]([NH:33][C:34]1[CH:39]=[C:38]([C:2]2[C:10]3[O:9][CH2:8][CH:7]([C:11]4[CH:12]=[CH:13][C:14]([CH:17]([CH3:18])[CH3:19])=[CH:15][CH:16]=4)[C:6]=3[C:5]([CH3:20])=[C:4]([NH:21][C:22](=[O:28])[CH2:23][C:24]([CH3:27])([CH3:25])[CH3:26])[C:3]=2[CH3:29])[CH:37]=[CH:36][CH:35]=1)(=[O:32])[CH3:31]. The yield is 0.860.